This data is from Full USPTO retrosynthesis dataset with 1.9M reactions from patents (1976-2016). The task is: Predict the reactants needed to synthesize the given product. Given the product [P:17]([O:13][C:8]1[CH:9]=[C:10]2[C:5](=[CH:6][CH:7]=1)[N:4]=[C:3]([C:1]#[N:2])[CH:12]=[CH:11]2)([O:19][CH2:20][CH3:21])([O:16][CH2:15][CH3:14])=[O:18], predict the reactants needed to synthesize it. The reactants are: [C:1]([C:3]1[CH:12]=[CH:11][C:10]2[C:5](=[CH:6][CH:7]=[C:8]([OH:13])[CH:9]=2)[N:4]=1)#[N:2].[CH3:14][CH2:15][O:16][P:17](Cl)([O:19][CH2:20][CH3:21])=[O:18].C(N(CC)CC)C.